From a dataset of Catalyst prediction with 721,799 reactions and 888 catalyst types from USPTO. Predict which catalyst facilitates the given reaction. (1) Reactant: [Cl:1][C:2]1[CH:9]=[CH:8][C:5]([C:6]#[N:7])=[C:4]([O:10][C:11]2[CH:16]=[CH:15][CH:14]=[C:13]([CH:17]=O)[CH:12]=2)[CH:3]=1.[CH3:19][N:20]([CH3:24])[CH2:21][CH2:22][NH2:23].C([BH3-])#N.[Na+].[C:29]([OH:36])(=[O:35])/[CH:30]=[CH:31]/[C:32]([OH:34])=[O:33]. Product: [C:29]([OH:36])(=[O:35])/[CH:30]=[CH:31]/[C:32]([OH:34])=[O:33].[Cl:1][C:2]1[CH:9]=[CH:8][C:5]([C:6]#[N:7])=[C:4]([O:10][C:11]2[CH:16]=[CH:15][CH:14]=[C:13]([CH2:17][NH:23][CH2:22][CH2:21][N:20]([CH3:24])[CH3:19])[CH:12]=2)[CH:3]=1. The catalyst class is: 404. (2) Reactant: [CH3:1][O:2][C:3]([C:5]#[C:6][C:7]([O:9][CH3:10])=[O:8])=[O:4].O/[C:12](=[CH:17]\[C:18](=[O:28])[CH2:19][CH2:20][CH2:21][CH2:22][CH2:23][CH2:24][CH2:25][CH2:26][CH3:27])/[C:13]([O:15][CH3:16])=[O:14].C1C=CC(P(C2C=CC=CC=2)C2C=CC=CC=2)=CC=1. Product: [CH3:1][O:2][C:3](/[C:5](/[C:12](/[C:13]([O:15][CH3:16])=[O:14])=[CH:17]/[C:18](=[O:28])[CH2:19][CH2:20][CH2:21][CH2:22][CH2:23][CH2:24][CH2:25][CH2:26][CH3:27])=[CH:6]\[C:7]([O:9][CH3:10])=[O:8])=[O:4]. The catalyst class is: 390.